This data is from Full USPTO retrosynthesis dataset with 1.9M reactions from patents (1976-2016). The task is: Predict the reactants needed to synthesize the given product. Given the product [C:11]1([CH3:14])[CH:12]=[CH:13][C:8]([N:7]([C:4]2[CH:3]=[CH:2][C:1]([CH3:15])=[CH:6][CH:5]=2)[C:17]2[CH:18]=[C:19]([OH:23])[CH:20]=[CH:21][CH:22]=2)=[CH:9][CH:10]=1, predict the reactants needed to synthesize it. The reactants are: [C:1]1([CH3:15])[CH:6]=[CH:5][C:4]([NH:7][C:8]2[CH:13]=[CH:12][C:11]([CH3:14])=[CH:10][CH:9]=2)=[CH:3][CH:2]=1.Br[C:17]1[CH:18]=[C:19]([OH:23])[CH:20]=[CH:21][CH:22]=1.CC([O-])(C)C.[Na+].C1(C)C=CC=CC=1.